This data is from Reaction yield outcomes from USPTO patents with 853,638 reactions. The task is: Predict the reaction yield, written as a fraction of the theoretical maximum amount of product (1.0 means a 100% yield; for example, 0.34 means a 34% yield). (1) The reactants are [F:1][C:2]1[CH:7]=[C:6]([O:8][CH2:9][C:10]2[CH:15]=[CH:14][C:13]([F:16])=[CH:12][CH:11]=2)[CH:5]=[CH:4][C:3]=1[NH2:17].Cl.[C:19]([C:22]1([C:25]([NH2:27])=[O:26])[CH2:24][CH2:23]1)(O)=[O:20].Cl.CN(C)CCCN=C=NCC.C(N(CC)CC)C. The catalyst is C(Cl)Cl.O. The product is [F:1][C:2]1[CH:7]=[C:6]([O:8][CH2:9][C:10]2[CH:15]=[CH:14][C:13]([F:16])=[CH:12][CH:11]=2)[CH:5]=[CH:4][C:3]=1[NH:17][C:19]([C:22]1([C:25]([NH2:27])=[O:26])[CH2:24][CH2:23]1)=[O:20]. The yield is 0.380. (2) The reactants are [Cl:1][C:2]1[CH:3]=[C:4]([CH:19]=[CH:20][CH:21]=1)[CH2:5][O:6][C:7]1[CH:15]=[CH:14][CH:13]=[C:9]([C:10]([OH:12])=O)[C:8]=1[C:16]([OH:18])=O.Cl.[NH2:23][CH:24]1[CH2:30][CH2:29][C:28](=[O:31])[NH:27][C:25]1=[O:26]. The catalyst is N1C=CC=CC=1. The product is [Cl:1][C:2]1[CH:3]=[C:4]([CH:19]=[CH:20][CH:21]=1)[CH2:5][O:6][C:7]1[CH:15]=[CH:14][CH:13]=[C:9]2[C:8]=1[C:16](=[O:18])[N:23]([CH:24]1[CH2:30][CH2:29][C:28](=[O:31])[NH:27][C:25]1=[O:26])[C:10]2=[O:12]. The yield is 0.370. (3) The reactants are [C:1]([O:20][CH2:21][C@@H:22]([O:38][C:39](=[O:57])[CH2:40][CH2:41][CH2:42][CH2:43][CH2:44][CH2:45][CH2:46]/[CH:47]=[CH:48]\[CH2:49][CH2:50][CH2:51][CH2:52][CH2:53][CH2:54][CH2:55][CH3:56])[CH2:23][O:24][P:25]([O:28][CH2:29][CH2:30][NH:31][C:32](=[O:37])[CH2:33][CH2:34][CH2:35][NH2:36])([OH:27])=[O:26])(=[O:19])[CH2:2][CH2:3][CH2:4][CH2:5][CH2:6][CH2:7][CH2:8]/[CH:9]=[CH:10]\[CH2:11][CH2:12][CH2:13][CH2:14][CH2:15][CH2:16][CH2:17][CH3:18].[CH3:58][C:59]1[CH2:64][CH2:63][CH2:62][C:61]([CH3:66])([CH3:65])[C:60]=1/[CH:67]=[CH:68]/[C:69](/[CH3:79])=[CH:70]/[CH:71]=[CH:72]/[C:73](/[CH3:78])=[CH:74]/[C:75](O)=[O:76].F[P-](F)(F)(F)(F)F.C[N+](C)=C(N(C)C)ON1C2N=CC=CC=2N=N1.C(N(CC)C(C)C)(C)C. The catalyst is CN(C=O)C.C(Cl)(Cl)Cl. The product is [C:1]([O:20][CH2:21][C@@H:22]([O:38][C:39](=[O:57])[CH2:40][CH2:41][CH2:42][CH2:43][CH2:44][CH2:45][CH2:46]/[CH:47]=[CH:48]\[CH2:49][CH2:50][CH2:51][CH2:52][CH2:53][CH2:54][CH2:55][CH3:56])[CH2:23][O:24][P:25]([O:28][CH2:29][CH2:30][NH:31][C:32](=[O:37])[CH2:33][CH2:34][CH2:35][NH:36][C:75](=[O:76])/[CH:74]=[C:73](\[CH3:78])/[CH:72]=[CH:71]/[CH:70]=[C:69](\[CH3:79])/[CH:68]=[CH:67]/[C:60]1[C:61]([CH3:65])([CH3:66])[CH2:62][CH2:63][CH2:64][C:59]=1[CH3:58])([OH:27])=[O:26])(=[O:19])[CH2:2][CH2:3][CH2:4][CH2:5][CH2:6][CH2:7][CH2:8]/[CH:9]=[CH:10]\[CH2:11][CH2:12][CH2:13][CH2:14][CH2:15][CH2:16][CH2:17][CH3:18]. The yield is 0.180. (4) The reactants are [N:1]1([C:6]2[CH:12]=[CH:11][C:9]([NH2:10])=[CH:8][CH:7]=2)[CH:5]=[N:4][CH:3]=[N:2]1.P(=O)(O)(O)O.[N+]([O-])(O)=O.[N:22]([O-])=O.[Na+].[CH3:26][C:27](=[O:32])[CH2:28][C:29](=[O:31])[CH3:30].C([O-])(=O)C.[K+].C([O-])([O-])=O.[Na+].[Na+]. The catalyst is C(O)C. The product is [N:1]1([C:6]2[CH:12]=[CH:11][C:9]([NH:10][N:22]=[C:28]([C:27](=[O:32])[CH3:26])[C:29](=[O:31])[CH3:30])=[CH:8][CH:7]=2)[CH:5]=[N:4][CH:3]=[N:2]1. The yield is 0.710. (5) The reactants are [C:1]12([CH2:11][O:12][C:13]3[C:21]([CH:22]4[CH2:24][CH2:23]4)=[CH:20][C:16]([C:17](O)=[O:18])=[C:15]([F:25])[CH:14]=3)[CH2:10][CH:5]3[CH2:6][CH:7]([CH2:9][CH:3]([CH2:4]3)[CH2:2]1)[CH2:8]2.Cl.CN(C)CCCN=C=NCC.[CH3:38][S:39]([NH2:42])(=[O:41])=[O:40].Cl. The catalyst is ClCCl.O1CCCC1.CN(C)C1C=CN=CC=1.C(OCC)(=O)C. The product is [C:1]12([CH2:11][O:12][C:13]3[C:21]([CH:22]4[CH2:24][CH2:23]4)=[CH:20][C:16]([C:17]([NH:42][S:39]([CH3:38])(=[O:41])=[O:40])=[O:18])=[C:15]([F:25])[CH:14]=3)[CH2:10][CH:5]3[CH2:6][CH:7]([CH2:9][CH:3]([CH2:4]3)[CH2:2]1)[CH2:8]2. The yield is 0.700. (6) The reactants are [Si]([O:8][CH:9]([CH2:20][O:21][C:22]1[CH:27]=[CH:26][CH:25]=[C:24]([C:28]2[N:33]=[C:32]3[N:34]([CH:37]([CH3:39])[CH3:38])[N:35]=[CH:36][C:31]3=[C:30]([NH:40][C:41]([NH:43][CH:44]3[CH2:49][CH2:48][O:47][CH2:46][CH2:45]3)=[O:42])[CH:29]=2)[CH:23]=1)[CH2:10][N:11](C)[C:12](=O)OC(C)(C)C)(C(C)(C)C)(C)C.Cl.C(O)=O. The catalyst is CO. The product is [OH:8][CH:9]([CH2:10][NH:11][CH3:12])[CH2:20][O:21][C:22]1[CH:23]=[C:24]([C:28]2[N:33]=[C:32]3[N:34]([CH:37]([CH3:39])[CH3:38])[N:35]=[CH:36][C:31]3=[C:30]([NH:40][C:41]([NH:43][CH:44]3[CH2:45][CH2:46][O:47][CH2:48][CH2:49]3)=[O:42])[CH:29]=2)[CH:25]=[CH:26][CH:27]=1. The yield is 0.450. (7) The reactants are [N+:1]([C:4]1[CH:5]=[C:6]2[C:10](=[CH:11][CH:12]=1)[NH:9][C:8]([C:13]1[CH:18]=[CH:17][CH:16]=[CH:15][N:14]=1)=[CH:7]2)([O-])=O.Cl[Sn]Cl.O. The catalyst is CCO. The product is [N:14]1[CH:15]=[CH:16][CH:17]=[CH:18][C:13]=1[C:8]1[NH:9][C:10]2[C:6]([CH:7]=1)=[CH:5][C:4]([NH2:1])=[CH:12][CH:11]=2. The yield is 0.200. (8) The reactants are C(O[C:4](=[O:13])[CH:5]([CH2:11][CH3:12])[C:6]([O:8][CH2:9][CH3:10])=[O:7])C.[CH3:14][NH:15][CH2:16][CH2:17][CH2:18][CH2:19][CH2:20][CH2:21][CH2:22][CH2:23][CH2:24][CH2:25][CH2:26][CH2:27][CH2:28][CH3:29]. The catalyst is CN(C=O)C. The product is [CH3:14][N:15]([CH2:16][CH2:17][CH2:18][CH2:19][CH2:20][CH2:21][CH2:22][CH2:23][CH2:24][CH2:25][CH2:26][CH2:27][CH2:28][CH3:29])[C:4]([CH:5]([CH2:11][CH3:12])[C:6]([O:8][CH2:9][CH3:10])=[O:7])=[O:13]. The yield is 0.860.